Dataset: Forward reaction prediction with 1.9M reactions from USPTO patents (1976-2016). Task: Predict the product of the given reaction. (1) Given the reactants [F:1][C:2]1[N:7]=[CH:6][C:5]([C:8](=[O:15])[CH2:9][C:10]([O:12][CH2:13][CH3:14])=[O:11])=[CH:4][CH:3]=1.[H-].[Na+].[F:18][C:19]([F:32])([O:23][C:24]1[CH:25]=[C:26]([CH2:30]Br)[CH:27]=[CH:28][CH:29]=1)[CH:20]([F:22])[F:21].O, predict the reaction product. The product is: [F:1][C:2]1[N:7]=[CH:6][C:5]([C:8](=[O:15])[CH:9]([CH2:30][C:26]2[CH:27]=[CH:28][CH:29]=[C:24]([O:23][C:19]([F:18])([F:32])[CH:20]([F:21])[F:22])[CH:25]=2)[C:10]([O:12][CH2:13][CH3:14])=[O:11])=[CH:4][CH:3]=1. (2) Given the reactants [NH:1]1[CH:5]=[CH:4][N:3]=[CH:2]1.[H-].[Li+].Cl.Br[C:10]1[CH:15]=[CH:14][CH:13]=[CH:12][N+:11]=1[O-:16], predict the reaction product. The product is: [N:1]1([C:10]2[CH:15]=[CH:14][CH:13]=[CH:12][N+:11]=2[O-:16])[CH:5]=[CH:4][N:3]=[CH:2]1. (3) Given the reactants C[O:2][C:3]1[CH:8]=[CH:7][C:6]([CH2:9][CH2:10][O:11][N:12]2[C:16]3[CH:17]=[CH:18][CH:19]=[C:20]([CH3:21])[C:15]=3[N:14]=[C:13]2[CH3:22])=[CH:5][CH:4]=1.B(Br)(Br)Br, predict the reaction product. The product is: [OH:2][C:3]1[CH:8]=[CH:7][C:6]([CH2:9][CH2:10][O:11][N:12]2[C:16]3[CH:17]=[CH:18][CH:19]=[C:20]([CH3:21])[C:15]=3[N:14]=[C:13]2[CH3:22])=[CH:5][CH:4]=1.